From a dataset of Forward reaction prediction with 1.9M reactions from USPTO patents (1976-2016). Predict the product of the given reaction. Given the reactants [Cl:1][C:2]1[CH:7]=[CH:6][C:5]([C:8]2[CH:13]=[CH:12][N:11]3[C:14](=[O:17])[NH:15][N:16]=[C:10]3[C:9]=2[C:18]2[CH:23]=[CH:22][N:21]=[CH:20][CH:19]=2)=[CH:4][CH:3]=1.Cl[CH2:25][C:26]1[C:27]([O:36][CH3:37])=[N:28][C:29]([C:32]([F:35])([F:34])[F:33])=[CH:30][CH:31]=1.C([O-])([O-])=O.[K+].[K+], predict the reaction product. The product is: [Cl:1][C:2]1[CH:7]=[CH:6][C:5]([C:8]2[CH:13]=[CH:12][N:11]3[C:14](=[O:17])[N:15]([CH2:25][C:26]4[C:27]([O:36][CH3:37])=[N:28][C:29]([C:32]([F:35])([F:33])[F:34])=[CH:30][CH:31]=4)[N:16]=[C:10]3[C:9]=2[C:18]2[CH:19]=[CH:20][N:21]=[CH:22][CH:23]=2)=[CH:4][CH:3]=1.